Dataset: HIV replication inhibition screening data with 41,000+ compounds from the AIDS Antiviral Screen. Task: Binary Classification. Given a drug SMILES string, predict its activity (active/inactive) in a high-throughput screening assay against a specified biological target. (1) The molecule is O=C1CCCC2OC(COCc3ccccc3)CC12. The result is 0 (inactive). (2) The molecule is COc1ccc(C(=NNC(=O)NN)C(c2ccc(OC)cc2)C2(O)C(=O)Nc3c(Cl)cc(Cl)cc32)cc1. The result is 0 (inactive).